Dataset: Full USPTO retrosynthesis dataset with 1.9M reactions from patents (1976-2016). Task: Predict the reactants needed to synthesize the given product. Given the product [CH3:26][O:27][C:28]1[CH:29]=[C:30]2[C:35](=[CH:36][CH:37]=1)[C:34](=[CH2:6])[CH2:33][CH2:32][CH2:31]2, predict the reactants needed to synthesize it. The reactants are: [H-].[Na+].[H][H].[I-].[CH3:6][P+](C1C=CC=CC=1)(C1C=CC=CC=1)C1C=CC=CC=1.[CH3:26][O:27][C:28]1[CH:29]=[C:30]2[C:35](=[CH:36][CH:37]=1)[C:34](=O)[CH2:33][CH2:32][CH2:31]2.